This data is from Catalyst prediction with 721,799 reactions and 888 catalyst types from USPTO. The task is: Predict which catalyst facilitates the given reaction. Reactant: [CH:1]([C:3]1[CH:4]=[C:5]([CH3:32])[C:6]([C:9]2[CH:31]=[CH:30][C:12]([C:13]([NH:15][C:16]3[CH:21]=[CH:20][CH:19]=[CH:18][C:17]=3[NH:22]C(=O)OC(C)(C)C)=[O:14])=[CH:11][CH:10]=2)=[N:7][CH:8]=1)=O.[CH:33]([N:36]1[CH2:41][CH2:40][NH:39][CH2:38][CH2:37]1)([CH3:35])[CH3:34].C(O)(=O)C.C(O[BH-](OC(=O)C)OC(=O)C)(=O)C.[Na+]. Product: [NH2:22][C:17]1[CH:18]=[CH:19][CH:20]=[CH:21][C:16]=1[NH:15][C:13](=[O:14])[C:12]1[CH:11]=[CH:10][C:9]([C:6]2[C:5]([CH3:32])=[CH:4][C:3]([CH2:1][N:39]3[CH2:40][CH2:41][N:36]([CH:33]([CH3:35])[CH3:34])[CH2:37][CH2:38]3)=[CH:8][N:7]=2)=[CH:31][CH:30]=1. The catalyst class is: 7.